From a dataset of Forward reaction prediction with 1.9M reactions from USPTO patents (1976-2016). Predict the product of the given reaction. (1) The product is: [CH:1]([C:4]1[CH:9]=[CH:8][C:7]([NH:10][C:11]([C:13]2[CH:18]=[C:17]([C:19]3[CH:24]=[C:23]([NH:25][C:26](=[O:35])[O:27][CH2:28][C:29]4[CH:30]=[CH:31][CH:32]=[CH:33][CH:34]=4)[C:22](=[O:36])[NH:21][CH:20]=3)[CH:16]=[CH:15][N:14]=2)=[O:12])=[CH:6][C:5]=1[CH3:38])([CH3:3])[CH3:2]. Given the reactants [CH:1]([C:4]1[CH:9]=[CH:8][C:7]([NH:10][C:11]([C:13]2[CH:18]=[C:17]([C:19]3[CH:20]=[N:21][C:22]([O:36]C)=[C:23]([NH:25][C:26](=[O:35])[O:27][CH2:28][C:29]4[CH:34]=[CH:33][CH:32]=[CH:31][CH:30]=4)[CH:24]=3)[CH:16]=[CH:15][N:14]=2)=[O:12])=[CH:6][C:5]=1[CH3:38])([CH3:3])[CH3:2].C[Si](Cl)(C)C.[I-].[Na+], predict the reaction product. (2) The product is: [Br:29][C:21]1[S:20][C:19]([C:23]([O:25][CH3:26])=[O:24])=[C:18]([NH:17][C:15](=[O:16])[C:14]([F:13])([F:27])[F:28])[CH:22]=1. Given the reactants N(C(C)C)C(C)C.C([Li])CCC.[F:13][C:14]([F:28])([F:27])[C:15]([NH:17][C:18]1[CH:22]=[CH:21][S:20][C:19]=1[C:23]([O:25][CH3:26])=[O:24])=[O:16].[Br:29]CCBr.C([O-])(O)=O.[Na+].S([O-])([O-])(=O)=S.[Na+].[Na+], predict the reaction product. (3) Given the reactants [Cl:1][CH2:2][C:3]1[N:4]=[C:5]([C:8]2[CH:23]=[CH:22][C:11]([CH2:12][N:13]3[C:17]4[CH:18]=[CH:19][CH:20]=[CH:21][C:16]=4[N:15]=[CH:14]3)=[CH:10][CH:9]=2)[O:6][CH:7]=1.[Br:24]N1C(=O)CCC1=O, predict the reaction product. The product is: [Br:24][C:7]1[O:6][C:5]([C:8]2[CH:23]=[CH:22][C:11]([CH2:12][N:13]3[C:17]4[CH:18]=[CH:19][CH:20]=[CH:21][C:16]=4[N:15]=[CH:14]3)=[CH:10][CH:9]=2)=[N:4][C:3]=1[CH2:2][Cl:1].